This data is from Forward reaction prediction with 1.9M reactions from USPTO patents (1976-2016). The task is: Predict the product of the given reaction. (1) Given the reactants ClC1C=CC=C(C(OO)=[O:9])C=1.[Br:12][C:13]1[CH:14]=[CH:15][C:16]([CH3:19])=[N:17][CH:18]=1, predict the reaction product. The product is: [Br:12][C:13]1[CH:14]=[CH:15][C:16]([CH3:19])=[N+:17]([O-:9])[CH:18]=1. (2) Given the reactants [OH:1][CH2:2][CH:3]1[CH2:8][CH2:7][N:6]([C:9]2[CH:14]=[CH:13][C:12]([N+:15]([O-:17])=[O:16])=[CH:11][CH:10]=2)[CH2:5][CH2:4]1.[C:18]1([CH3:28])[CH:23]=[CH:22][C:21]([S:24](Cl)(=[O:26])=[O:25])=[CH:20][CH:19]=1.O, predict the reaction product. The product is: [S:24]([O:1][CH2:2][CH:3]1[CH2:8][CH2:7][N:6]([C:9]2[CH:14]=[CH:13][C:12]([N+:15]([O-:17])=[O:16])=[CH:11][CH:10]=2)[CH2:5][CH2:4]1)([C:21]1[CH:22]=[CH:23][C:18]([CH3:28])=[CH:19][CH:20]=1)(=[O:26])=[O:25]. (3) Given the reactants [C:1]12([CH:9](O)[CH:8]3[CH2:11][CH:5]1[CH2:6][CH2:7]3)[CH2:4][CH2:3][CH2:2]2.[C-]#[N:13].[Na+].[C:15]([OH:18])(=O)C.S(=O)(=O)(O)O.[OH-].[Na+], predict the reaction product. The product is: [CH2:2]1[CH:9]2[C:1]([NH:13][CH:15]=[O:18])([CH:5]3[CH2:11][CH:8]2[CH2:7][CH2:6]3)[CH2:4][CH2:3]1. (4) Given the reactants C(O[C:5](=[O:7])[CH3:6])(=O)C.[Br:8][C:9]1[CH:10]=[C:11]([CH:13]=[C:14]([N+:16]([O-:18])=[O:17])[CH:15]=1)[NH2:12], predict the reaction product. The product is: [Br:8][C:9]1[CH:10]=[C:11]([NH:12][C:5](=[O:7])[CH3:6])[CH:13]=[C:14]([N+:16]([O-:18])=[O:17])[CH:15]=1. (5) Given the reactants [Si:1]([O:8][CH:9]1[CH2:14][CH2:13][C:12]([C:15]2[N:20]=[CH:19][C:18]([NH2:21])=[CH:17][C:16]=2[CH3:22])=[CH:11][CH2:10]1)([C:4]([CH3:7])([CH3:6])[CH3:5])([CH3:3])[CH3:2].[F-].[K+], predict the reaction product. The product is: [Si:1]([O:8][C@H:9]1[CH2:14][CH2:13][C@H:12]([C:15]2[N:20]=[CH:19][C:18]([NH2:21])=[CH:17][C:16]=2[CH3:22])[CH2:11][CH2:10]1)([C:4]([CH3:7])([CH3:6])[CH3:5])([CH3:2])[CH3:3].